This data is from Full USPTO retrosynthesis dataset with 1.9M reactions from patents (1976-2016). The task is: Predict the reactants needed to synthesize the given product. (1) Given the product [CH3:1][O:2][C:3](=[O:22])[C:4]1[CH:5]=[CH:6][C:7]([CH2:10][CH:11]([C:12]2[CH:13]=[CH:14][C:15]([OH:18])=[CH:16][CH:17]=2)[C:19](=[O:21])[NH:34][C:33]2[CH:35]=[CH:36][C:30]([I:29])=[CH:31][CH:32]=2)=[CH:8][CH:9]=1, predict the reactants needed to synthesize it. The reactants are: [CH3:1][O:2][C:3](=[O:22])[C:4]1[CH:9]=[CH:8][C:7]([CH2:10][CH:11]([C:19]([OH:21])=O)[C:12]2[CH:17]=[CH:16][C:15]([OH:18])=[CH:14][CH:13]=2)=[CH:6][CH:5]=1.C(Cl)(=O)C(Cl)=O.[I:29][C:30]1[CH:36]=[CH:35][C:33]([NH2:34])=[CH:32][CH:31]=1. (2) Given the product [C:22]([O:8][CH2:7][CH2:6][O:5][C:4]1[CH:9]=[CH:10][C:11]([N+:13]([O-:15])=[O:14])=[CH:12][C:3]=1[O:2][CH3:1])(=[O:24])[CH3:23], predict the reactants needed to synthesize it. The reactants are: [CH3:1][O:2][C:3]1[CH:12]=[C:11]([N+:13]([O-:15])=[O:14])[CH:10]=[CH:9][C:4]=1[O:5][CH2:6][CH2:7][OH:8].N1C=CC=CC=1.[C:22](Cl)(=[O:24])[CH3:23].O. (3) Given the product [F:1][C:2]1[CH:3]=[C:4]([S:9]([NH:18][CH3:16])(=[O:11])=[O:10])[CH:5]=[CH:6][C:7]=1[F:8], predict the reactants needed to synthesize it. The reactants are: [F:1][C:2]1[CH:3]=[C:4]([S:9](Cl)(=[O:11])=[O:10])[CH:5]=[CH:6][C:7]=1[F:8].Cl.CN.[CH2:16]([N:18](CC)CC)C.O. (4) Given the product [CH:1]1([C:7]2[CH:8]=[CH:9][C:10]([C:11]([N:64]3[CH2:65][CH2:66][C:61]([C:58](=[O:60])[CH3:59])([C:67]4[CH:68]=[CH:69][CH:70]=[CH:71][CH:72]=4)[CH2:62][CH2:63]3)=[O:13])=[CH:14][CH:15]=2)[CH2:2][CH2:3][CH2:4][CH2:5][CH2:6]1, predict the reactants needed to synthesize it. The reactants are: [CH:1]1([C:7]2[CH:15]=[CH:14][C:10]([C:11]([OH:13])=O)=[CH:9][CH:8]=2)[CH2:6][CH2:5][CH2:4][CH2:3][CH2:2]1.C1C=CC2N(O)N=NC=2C=1.CN(C(ON1N=NC2C=CC=CC1=2)=[N+](C)C)C.F[P-](F)(F)(F)(F)F.C(N(CC)CC)C.Cl.[C:58]([C:61]1([C:67]2[CH:72]=[CH:71][CH:70]=[CH:69][CH:68]=2)[CH2:66][CH2:65][NH:64][CH2:63][CH2:62]1)(=[O:60])[CH3:59]. (5) Given the product [I:1][C:2]1[C:10]2[N:9]([CH3:25])[C:8]3[CH2:11][CH2:12][NH:13][CH2:14][C:7]=3[C:6]=2[CH:5]=[CH:4][CH:3]=1, predict the reactants needed to synthesize it. The reactants are: [I:1][C:2]1[C:10]2[NH:9][C:8]3[CH2:11][CH2:12][N:13](C(OC(C)(C)C)=O)[CH2:14][C:7]=3[C:6]=2[CH:5]=[CH:4][CH:3]=1.[OH-].[K+].I[CH3:25].[OH-].[Na+]. (6) Given the product [Cl:1][C:2]1[N:7]=[C:6]([N:8]([C:16]([O:18][C:19]([CH3:20])([CH3:21])[CH3:22])=[O:17])[C:9]([O:11][C:12]([CH3:14])([CH3:15])[CH3:13])=[O:10])[N:5]=[C:4]2[N:23]([CH2:34][C:35]3[CH:36]=[CH:37][C:38]([O:41][CH3:42])=[CH:39][CH:40]=3)[N:24]=[C:25]([CH2:26][CH:27]([OH:28])[CH2:31][OH:30])[C:3]=12, predict the reactants needed to synthesize it. The reactants are: [Cl:1][C:2]1[N:7]=[C:6]([N:8]([C:16]([O:18][C:19]([CH3:22])([CH3:21])[CH3:20])=[O:17])[C:9]([O:11][C:12]([CH3:15])([CH3:14])[CH3:13])=[O:10])[N:5]=[C:4]2[N:23]([CH2:34][C:35]3[CH:40]=[CH:39][C:38]([O:41][CH3:42])=[CH:37][CH:36]=3)[N:24]=[C:25]([CH2:26][CH:27]3[CH2:31][O:30]C(C)(C)[O:28]3)[C:3]=12.C1(C)C=CC(S([O-])(=O)=O)=CC=1.[NH+]1C=CC=CC=1. (7) Given the product [OH:21][CH:13]([CH2:14][C:15]1[CH:20]=[CH:19][CH:18]=[CH:17][CH:16]=1)/[CH:12]=[CH:11]/[C@H:10]1[CH2:9][CH2:8][C:7](=[O:22])[N:6]1[CH2:5][CH2:4][CH2:3][CH2:2][S:23][C:24]#[N:25], predict the reactants needed to synthesize it. The reactants are: Cl[CH2:2][CH2:3][CH2:4][CH2:5][N:6]1[C@@H:10](/[CH:11]=[CH:12]/[CH:13]([OH:21])[CH2:14][C:15]2[CH:20]=[CH:19][CH:18]=[CH:17][CH:16]=2)[CH2:9][CH2:8][C:7]1=[O:22].[S-:23][C:24]#[N:25].[K+].O. (8) Given the product [CH3:2][O:3][C:4]([C@@H:6]1[CH2:10][CH2:9][CH2:8][C@@H:7]1[NH:11][CH2:17][C:16]1[CH:19]=[CH:20][CH:21]=[C:14]([C:13]([F:12])([F:22])[F:23])[CH:15]=1)=[O:5], predict the reactants needed to synthesize it. The reactants are: Cl.[CH3:2][O:3][C:4]([C@@H:6]1[CH2:10][CH2:9][CH2:8][C@@H:7]1[NH2:11])=[O:5].[F:12][C:13]([F:23])([F:22])[C:14]1[CH:15]=[C:16]([CH:19]=[CH:20][CH:21]=1)[CH:17]=O.C([BH3-])#N.[Na+].C(=O)(O)[O-].[Na+]. (9) Given the product [CH2:1]([NH:3][CH2:11][C:9]1[CH:8]=[CH:7][CH:6]=[C:5]([CH3:4])[N:10]=1)[CH3:2], predict the reactants needed to synthesize it. The reactants are: [CH2:1]([NH2:3])[CH3:2].[CH3:4][C:5]1[N:10]=[C:9]([CH:11]=O)[CH:8]=[CH:7][CH:6]=1.